From a dataset of Full USPTO retrosynthesis dataset with 1.9M reactions from patents (1976-2016). Predict the reactants needed to synthesize the given product. (1) Given the product [Br:1][C:2]1[CH:3]=[C:4]2[C:9](=[CH:10][CH:11]=1)[N:8]=[CH:7][C:6]([C:12](=[O:13])[CH3:18])=[CH:5]2, predict the reactants needed to synthesize it. The reactants are: [Br:1][C:2]1[CH:3]=[C:4]2[C:9](=[CH:10][CH:11]=1)[N:8]=[CH:7][C:6]([C:12](N(OC)C)=[O:13])=[CH:5]2.[CH3:18][Mg]Br. (2) Given the product [Cl:14][C:12]1[C:13]2[N:8]([C:7]([CH:15]3[CH2:16][CH2:17][O:18][CH2:19][CH2:20]3)=[CH:6][C:5]=2[C:3]([NH:22][CH2:23][C:24]2([OH:33])[CH2:29][CH2:28][C:27]([F:31])([F:30])[CH:26]([CH3:32])[CH2:25]2)=[O:4])[CH:9]=[CH:10][CH:11]=1, predict the reactants needed to synthesize it. The reactants are: CO[C:3]([C:5]1[CH:6]=[C:7]([CH:15]2[CH2:20][CH2:19][O:18][CH2:17][CH2:16]2)[N:8]2[C:13]=1[C:12]([Cl:14])=[CH:11][CH:10]=[CH:9]2)=[O:4].Cl.[NH2:22][CH2:23][C:24]1([OH:33])[CH2:29][CH2:28][C:27]([F:31])([F:30])[CH:26]([CH3:32])[CH2:25]1.C(N(C(C)C)C(C)C)C.N12CCN(CC1)CC2.C[Al](C)C.